Dataset: Catalyst prediction with 721,799 reactions and 888 catalyst types from USPTO. Task: Predict which catalyst facilitates the given reaction. (1) Reactant: Cl[C:2]([O:4][CH:5]([CH3:7])[CH3:6])=[O:3].Cl.Cl.Cl.[F:11][C:12]1[CH:36]=[CH:35][CH:34]=[CH:33][C:13]=1[CH2:14][C:15]1[N:19]2[N:20]=[CH:21][CH:22]=[CH:23][C:18]2=[C:17]([C:24]2[N:29]=[C:28]([NH2:30])[C:27]([NH2:31])=[C:26]([NH2:32])[N:25]=2)[N:16]=1. Product: [CH:2]([OH:4])=[O:3].[NH2:32][C:26]1[C:27]([NH:31][C:2](=[O:3])[O:4][CH:5]([CH3:7])[CH3:6])=[C:28]([NH2:30])[N:29]=[C:24]([C:17]2[N:16]=[C:15]([CH2:14][C:13]3[CH:33]=[CH:34][CH:35]=[CH:36][C:12]=3[F:11])[N:19]3[C:18]=2[CH:23]=[CH:22][CH:21]=[N:20]3)[N:25]=1. The catalyst class is: 17. (2) Reactant: [NH2:1][C:2]1[CH:7]=[CH:6][N:5]=[CH:4][CH:3]=1.[F:8][C:9]([F:29])([F:28])[C:10]1[CH:15]=[CH:14][CH:13]=[CH:12][C:11]=1[C:16]1[CH:21]=[CH:20][N:19]2[N:22]=[CH:23][C:24]([C:25](O)=[O:26])=[C:18]2[N:17]=1.N1C=CC=CC=1.CN(C(ON1N=NC2C=CC=NC1=2)=[N+](C)C)C.F[P-](F)(F)(F)(F)F. Product: [N:5]1[CH:6]=[CH:7][C:2]([NH:1][C:25]([C:24]2[CH:23]=[N:22][N:19]3[CH:20]=[CH:21][C:16]([C:11]4[CH:12]=[CH:13][CH:14]=[CH:15][C:10]=4[C:9]([F:29])([F:8])[F:28])=[N:17][C:18]=23)=[O:26])=[CH:3][CH:4]=1. The catalyst class is: 144. (3) Reactant: [Cl:1][C:2]1[CH:7]=[CH:6][C:5]([CH:8]([C:33]2[CH:38]=[CH:37][C:36]([Cl:39])=[CH:35][CH:34]=2)[C:9]2[CH:10]=[C:11]3[C:16](=[CH:17][CH:18]=2)[NH:15][C:14](=[O:19])[CH:13]=[C:12]3[C:20]2[CH2:25][CH2:24][N:23](C(OC(C)(C)C)=O)[CH2:22][CH:21]=2)=[CH:4][CH:3]=1.C(O)(C(F)(F)F)=O. Product: [Cl:39][C:36]1[CH:37]=[CH:38][C:33]([CH:8]([C:5]2[CH:4]=[CH:3][C:2]([Cl:1])=[CH:7][CH:6]=2)[C:9]2[CH:10]=[C:11]3[C:16](=[CH:17][CH:18]=2)[NH:15][C:14](=[O:19])[CH:13]=[C:12]3[C:20]2[CH2:25][CH2:24][NH:23][CH2:22][CH:21]=2)=[CH:34][CH:35]=1. The catalyst class is: 2. (4) Reactant: Cl[C:2]1[N:7]=[C:6]([O:8][CH3:9])[C:5]([CH3:10])=[CH:4][N:3]=1.[C:11]([O:15][C:16](=[O:25])[NH:17][C@H:18]1[CH2:23][CH2:22][C@@H:21]([NH2:24])[CH2:20][CH2:19]1)([CH3:14])([CH3:13])[CH3:12].CCN(C(C)C)C(C)C.CC(O)C. Product: [C:11]([O:15][C:16](=[O:25])[NH:17][C@H:18]1[CH2:19][CH2:20][C@@H:21]([NH:24][C:2]2[N:7]=[C:6]([O:8][CH3:9])[C:5]([CH3:10])=[CH:4][N:3]=2)[CH2:22][CH2:23]1)([CH3:14])([CH3:12])[CH3:13]. The catalyst class is: 2.